From a dataset of Full USPTO retrosynthesis dataset with 1.9M reactions from patents (1976-2016). Predict the reactants needed to synthesize the given product. Given the product [CH3:18][O:19][C:20](=[O:25])[CH2:21][C:22]([NH:17][C:3]1[CH:4]=[CH:5][C:6]([O:8][CH2:9][C:10]2[CH:15]=[CH:14][CH:13]=[C:12]([F:16])[CH:11]=2)=[CH:7][C:2]=1[F:1])=[O:23], predict the reactants needed to synthesize it. The reactants are: [F:1][C:2]1[CH:7]=[C:6]([O:8][CH2:9][C:10]2[CH:15]=[CH:14][CH:13]=[C:12]([F:16])[CH:11]=2)[CH:5]=[CH:4][C:3]=1[NH2:17].[CH3:18][O:19][C:20](=[O:25])[CH2:21][C:22](Cl)=[O:23].